From a dataset of Reaction yield outcomes from USPTO patents with 853,638 reactions. Predict the reaction yield, written as a fraction of the theoretical maximum amount of product (1.0 means a 100% yield; for example, 0.34 means a 34% yield). (1) The reactants are Cl[C:2]1[CH:8]2[CH2:9][CH:5]([CH2:6][CH2:7]2)[C:4](=[O:10])[C:3]=1[C:11]([C:13]1[C:14]([CH3:23])=[N:15][C:16]([C:19]([F:22])([F:21])[F:20])=[CH:17][CH:18]=1)=[O:12].[NH3:24].C(OCC)(=O)C.O. The catalyst is O1CCCC1. The product is [NH2:24][C:2]1[CH:8]2[CH2:9][CH:5]([CH2:6][CH2:7]2)[C:4](=[O:10])[C:3]=1[C:11]([C:13]1[C:14]([CH3:23])=[N:15][C:16]([C:19]([F:22])([F:21])[F:20])=[CH:17][CH:18]=1)=[O:12]. The yield is 0.860. (2) The reactants are C([NH:4][OH:5])(=O)C.C([O-])([O-])=O.[K+].[K+].F[C:13]1[CH:20]=[CH:19][C:18]([N:21]2[C:25]3[C:26](=[O:43])[N:27]([C:30]4[CH:35]=[CH:34][C:33]([N:36]5[CH2:41][CH2:40][CH2:39][CH2:38][C:37]5=[O:42])=[CH:32][CH:31]=4)[CH2:28][CH2:29][C:24]=3[C:23]([C:44]([F:47])([F:46])[F:45])=[N:22]2)=[CH:17][C:14]=1[C:15]#[N:16].C(O)(C(F)(F)F)=O. The catalyst is CN(C=O)C.O. The product is [NH2:16][C:15]1[C:14]2[CH:17]=[C:18]([N:21]3[C:25]4[C:26](=[O:43])[N:27]([C:30]5[CH:35]=[CH:34][C:33]([N:36]6[CH2:41][CH2:40][CH2:39][CH2:38][C:37]6=[O:42])=[CH:32][CH:31]=5)[CH2:28][CH2:29][C:24]=4[C:23]([C:44]([F:46])([F:45])[F:47])=[N:22]3)[CH:19]=[CH:20][C:13]=2[O:5][N:4]=1. The yield is 0.670. (3) The reactants are [OH-].[K+].[CH2:3]([O:15][C:16]1[CH:17]=[C:18]([CH:24]=[C:25]([O:40][CH2:41][CH2:42][CH2:43][CH2:44][CH2:45][CH2:46][CH2:47][CH2:48][CH2:49][CH2:50][CH2:51][CH3:52])[C:26]=1[O:27][CH2:28][CH2:29][CH2:30][CH2:31][CH2:32][CH2:33][CH2:34][CH2:35][CH2:36][CH2:37][CH2:38][CH3:39])[C:19]([O:21]CC)=[O:20])[CH2:4][CH2:5][CH2:6][CH2:7][CH2:8][CH2:9][CH2:10][CH2:11][CH2:12][CH2:13][CH3:14].Cl. The catalyst is C(O)C. The product is [CH2:41]([O:40][C:25]1[CH:24]=[C:18]([CH:17]=[C:16]([O:15][CH2:3][CH2:4][CH2:5][CH2:6][CH2:7][CH2:8][CH2:9][CH2:10][CH2:11][CH2:12][CH2:13][CH3:14])[C:26]=1[O:27][CH2:28][CH2:29][CH2:30][CH2:31][CH2:32][CH2:33][CH2:34][CH2:35][CH2:36][CH2:37][CH2:38][CH3:39])[C:19]([OH:21])=[O:20])[CH2:42][CH2:43][CH2:44][CH2:45][CH2:46][CH2:47][CH2:48][CH2:49][CH2:50][CH2:51][CH3:52]. The yield is 0.917. (4) The reactants are [CH3:1][O:2][CH2:3][C:4]1[CH:9]=[C:8]([C:10]([O:12]C)=[O:11])[CH:7]=[CH:6][C:5]=1[C:14]1[CH:19]=[CH:18][CH:17]=[CH:16][C:15]=1[CH3:20].[OH-].[Na+]. The catalyst is CCO.O. The product is [CH3:1][O:2][CH2:3][C:4]1[CH:9]=[C:8]([C:10]([OH:12])=[O:11])[CH:7]=[CH:6][C:5]=1[C:14]1[CH:19]=[CH:18][CH:17]=[CH:16][C:15]=1[CH3:20]. The yield is 0.920. (5) The reactants are [Br:1][C:2]1[CH:7]=[CH:6][C:5]([C:8]2[N:9]([CH2:22][CH2:23][OH:24])[CH:10]=[C:11]([C:13]3[N:14]([CH:19]([CH3:21])[CH3:20])[N:15]=[C:16]([CH3:18])[N:17]=3)[N:12]=2)=[C:4](F)[CH:3]=1.[H-].[Na+]. The catalyst is CN(C=O)C. The product is [Br:1][C:2]1[CH:7]=[CH:6][C:5]2[C:8]3[N:9]([CH2:22][CH2:23][O:24][C:4]=2[CH:3]=1)[CH:10]=[C:11]([C:13]1[N:14]([CH:19]([CH3:21])[CH3:20])[N:15]=[C:16]([CH3:18])[N:17]=1)[N:12]=3. The yield is 0.530. (6) The reactants are [OH:1][CH:2]1[CH2:7][CH2:6][CH2:5][CH2:4][CH:3]1[NH:8][C:9](=[O:18])[O:10][CH2:11][C:12]1[CH:17]=[CH:16][CH:15]=[CH:14][CH:13]=1.CC(C)=O.OS(O)(=O)=O.O=[Cr](=O)=O. The catalyst is OS(O)(=O)=O.O.CC(C)=O. The product is [O:1]=[C:2]1[CH2:7][CH2:6][CH2:5][CH2:4][CH:3]1[NH:8][C:9](=[O:18])[O:10][CH2:11][C:12]1[CH:13]=[CH:14][CH:15]=[CH:16][CH:17]=1. The yield is 0.790. (7) The reactants are [CH2:1]([NH2:4])[CH2:2][NH2:3].[CH3:5][C:6]([O:9][C:10](O[C:10]([O:9][C:6]([CH3:8])([CH3:7])[CH3:5])=[O:11])=[O:11])([CH3:8])[CH3:7]. The catalyst is C(Cl)(Cl)Cl. The product is [NH2:3][CH2:2][CH2:1][NH:4][C:10](=[O:11])[O:9][C:6]([CH3:8])([CH3:7])[CH3:5]. The yield is 0.780.